Dataset: Forward reaction prediction with 1.9M reactions from USPTO patents (1976-2016). Task: Predict the product of the given reaction. (1) The product is: [CH3:1][O:2][C:3]1[CH:10]=[CH:9][C:6]([CH:7]=[C:14]([C:15](=[O:17])[CH3:16])[C:11](=[O:13])[CH3:12])=[CH:5][CH:4]=1. Given the reactants [CH3:1][O:2][C:3]1[CH:10]=[CH:9][C:6]([CH:7]=O)=[CH:5][CH:4]=1.[C:11]([CH2:14][C:15](=[O:17])[CH3:16])(=[O:13])[CH3:12].N1CCCCC1, predict the reaction product. (2) Given the reactants [CH3:1][C:2]1[C:3]([CH2:9][NH:10][CH2:11][CH2:12][C:13]2[N:14]=[CH:15][N:16]([S:18]([C:21]3[CH:26]=[CH:25][C:24]([CH3:27])=[CH:23][CH:22]=3)(=[O:20])=[O:19])[CH:17]=2)=[N:4][CH:5]=[C:6]([CH3:8])[CH:7]=1.[F:28][C:29]1[CH:34]=[CH:33][C:32]([C:35]([C:38]2[C:39]([CH:44]=O)=[N:40][CH:41]=[CH:42][CH:43]=2)([CH3:37])[CH3:36])=[CH:31][CH:30]=1.[BH-](OC(C)=O)(OC(C)=O)OC(C)=O.[Na+], predict the reaction product. The product is: [CH3:1][C:2]1[C:3]([CH2:9][N:10]([CH2:44][C:39]2[C:38]([C:35]([C:32]3[CH:31]=[CH:30][C:29]([F:28])=[CH:34][CH:33]=3)([CH3:37])[CH3:36])=[CH:43][CH:42]=[CH:41][N:40]=2)[CH2:11][CH2:12][C:13]2[N:14]=[CH:15][N:16]([S:18]([C:21]3[CH:22]=[CH:23][C:24]([CH3:27])=[CH:25][CH:26]=3)(=[O:19])=[O:20])[CH:17]=2)=[N:4][CH:5]=[C:6]([CH3:8])[CH:7]=1. (3) Given the reactants Cl.[Cl:2][CH2:3][CH2:4][N:5]([CH2:13][CH2:14][Cl:15])[C:6]1[CH:11]=[CH:10][C:9]([NH2:12])=[CH:8][CH:7]=1.CCN(CC)CC.ClC(Cl)(O[C:27](=[O:33])OC(Cl)(Cl)Cl)Cl.[CH3:35][N:36]([CH3:66])[CH2:37][CH2:38][NH:39][C:40]([C:42]1[C:55]2[C:46](=[C:47]([NH:57][C:58]3[CH:63]=[C:62]([NH2:64])[CH:61]=[CH:60][C:59]=3[CH3:65])[C:48]3[C:53]([N:54]=2)=[C:52]([CH3:56])[CH:51]=[CH:50][CH:49]=3)[CH:45]=[CH:44][CH:43]=1)=[O:41], predict the reaction product. The product is: [CH3:66][N:36]([CH3:35])[CH2:37][CH2:38][NH:39][C:40]([C:42]1[C:55]2[C:46](=[C:47]([NH:57][C:58]3[CH:63]=[C:62]([NH:64][C:27]([NH:12][C:9]4[CH:10]=[CH:11][C:6]([N:5]([CH2:13][CH2:14][Cl:15])[CH2:4][CH2:3][Cl:2])=[CH:7][CH:8]=4)=[O:33])[CH:61]=[CH:60][C:59]=3[CH3:65])[C:48]3[C:53]([N:54]=2)=[C:52]([CH3:56])[CH:51]=[CH:50][CH:49]=3)[CH:45]=[CH:44][CH:43]=1)=[O:41]. (4) Given the reactants [CH3:1][O:2][C:3]1[CH:4]=[C:5]([C:12]([N:14]2[CH2:18][CH2:17][CH2:16][CH2:15]2)=[O:13])[CH:6]=[CH:7][C:8]=1[N+:9]([O-])=O, predict the reaction product. The product is: [NH2:9][C:8]1[CH:7]=[CH:6][C:5]([C:12]([N:14]2[CH2:18][CH2:17][CH2:16][CH2:15]2)=[O:13])=[CH:4][C:3]=1[O:2][CH3:1]. (5) Given the reactants CN(/[CH:4]=[C:5]1\[CH2:6][N:7](C(OC(C)(C)C)=O)[CH2:8][CH2:9][C:10]\1=O)C.[CH3:19][CH:20]([NH:22][NH2:23])[CH3:21], predict the reaction product. The product is: [CH3:19][CH:20]([N:22]1[CH:4]=[C:5]2[CH2:6][NH:7][CH2:8][CH2:9][C:10]2=[N:23]1)[CH3:21]. (6) Given the reactants C[CH:2]1[CH:11]2[CH2:12][CH:7]3[CH2:8][CH2:9][C:10]2([CH3:13])[C:5](O)([C:6]3([CH3:15])C)[CH2:4][CH2:3]1.CC1C(C)(C)C2C=C([C:30](C)=[O:31])C(C)=CC=2C1(C)C.C1([CH:41]([OH:48])CCCCCC)C=CC=CC=1.C1(C([OH:61])CCCCC)C=CC=CC=1.CC(CO)=CCCC1(C)C(=C)C2CC1CC2.C1CCCCCCC(=O)OCCCCCCC1.CC1C2CC(CC2C(C)=CC(OC(C)=O)C1)=C(C)C.COC1C=CC2C(=CC=CC=2)C=1.CC1C2[C@@]3(C)CC[C@@H](C(C)C)C2C3CC=1, predict the reaction product. The product is: [C:30]1(=[O:31])[O:61][CH2:15][CH2:6][CH2:5][CH2:4][CH2:3][CH2:2][CH2:11][CH2:12][CH2:7][CH2:8][CH2:9][CH2:10][CH2:13][CH2:41][O:48]1.